From a dataset of Full USPTO retrosynthesis dataset with 1.9M reactions from patents (1976-2016). Predict the reactants needed to synthesize the given product. (1) Given the product [S:24]1[CH:25]=[N:26][N:27]=[C:23]1[NH:22][S:19]([C:15]1[CH:14]=[C:13]2[C:18](=[CH:17][CH:16]=1)[C:9]([C:5]1[C:4]([O:28][CH3:29])=[CH:3][C:2]([C:33]3[CH:32]=[C:31]([F:30])[CH:36]=[C:35]([F:37])[CH:34]=3)=[C:7]([F:8])[CH:6]=1)=[N:10][CH:11]=[CH:12]2)(=[O:20])=[O:21], predict the reactants needed to synthesize it. The reactants are: Cl[C:2]1[C:7]([F:8])=[CH:6][C:5]([C:9]2[C:18]3[C:13](=[CH:14][C:15]([S:19]([NH:22][C:23]4[S:24][CH:25]=[N:26][N:27]=4)(=[O:21])=[O:20])=[CH:16][CH:17]=3)[CH:12]=[CH:11][N:10]=2)=[C:4]([O:28][CH3:29])[CH:3]=1.[F:30][C:31]1[CH:32]=[C:33](B(O)O)[CH:34]=[C:35]([F:37])[CH:36]=1.P([O-])([O-])([O-])=O.[K+].[K+].[K+]. (2) Given the product [NH2:16][C:15]1[C:8]2[N:7]=[C:6]([CH2:5][OH:4])[N:10]([CH3:11])[C:9]=2[CH:12]=[C:13]([Br:19])[CH:14]=1, predict the reactants needed to synthesize it. The reactants are: C([O:4][CH2:5][C:6]1[N:10]([CH3:11])[C:9]2[CH:12]=[C:13]([Br:19])[CH:14]=[C:15]([N+:16]([O-])=O)[C:8]=2[N:7]=1)(=O)C. (3) Given the product [N+:19]([C:14]1[CH:15]=[CH:16][CH:17]=[CH:18][C:13]=1[S:10]([N:9]1[CH2:8][CH2:7][N:35]([C:36]2([C:39]([O:41][CH3:42])=[O:40])[CH2:38][CH2:37]2)[CH2:23][CH2:22]1)(=[O:11])=[O:12])([O-:21])=[O:20], predict the reactants needed to synthesize it. The reactants are: FC(F)(F)S(O[CH2:7][CH2:8][N:9]([CH2:22][CH2:23]OS(C(F)(F)F)(=O)=O)[S:10]([C:13]1[CH:18]=[CH:17][CH:16]=[CH:15][C:14]=1[N+:19]([O-:21])=[O:20])(=[O:12])=[O:11])(=O)=O.Cl.[NH2:35][C:36]1([C:39]([O:41][CH3:42])=[O:40])[CH2:38][CH2:37]1.C(=O)([O-])[O-].[Na+].[Na+].